Dataset: Reaction yield outcomes from USPTO patents with 853,638 reactions. Task: Predict the reaction yield, written as a fraction of the theoretical maximum amount of product (1.0 means a 100% yield; for example, 0.34 means a 34% yield). The reactants are Cl[C:2]1[CH:3]=[CH:4][C:5]2[C:34]3[C:10](=[C:11]4[C:31](=[CH:32][CH:33]=3)[C:15]3[N:16]=[C:17]([C@@H:19]5[CH2:23][CH2:22][CH2:21][N:20]5[C:24]([O:26][C:27]([CH3:30])([CH3:29])[CH3:28])=[O:25])[NH:18][C:14]=3[CH:13]=[CH:12]4)[O:9][CH2:8][C:6]=2[CH:7]=1.[B:35]1([B:35]2[O:39][C:38]([CH3:41])([CH3:40])[C:37]([CH3:43])([CH3:42])[O:36]2)[O:39][C:38]([CH3:41])([CH3:40])[C:37]([CH3:43])([CH3:42])[O:36]1.CC(C1C=C(C(C)C)C(C2C=CC=CC=2P(C2CCCCC2)C2CCCCC2)=C(C(C)C)C=1)C.C([O-])(=O)C.[K+]. The catalyst is O1CCOCC1.C(OCC)(=O)C.C1C=CC(/C=C/C(/C=C/C2C=CC=CC=2)=O)=CC=1.C1C=CC(/C=C/C(/C=C/C2C=CC=CC=2)=O)=CC=1.C1C=CC(/C=C/C(/C=C/C2C=CC=CC=2)=O)=CC=1.[Pd].[Pd]. The product is [CH3:42][C:37]1([CH3:43])[C:38]([CH3:41])([CH3:40])[O:39][B:35]([C:2]2[CH:3]=[CH:4][C:5]3[C:34]4[C:10](=[C:11]5[C:31](=[CH:32][CH:33]=4)[C:15]4[N:16]=[C:17]([C@@H:19]6[CH2:23][CH2:22][CH2:21][N:20]6[C:24]([O:26][C:27]([CH3:30])([CH3:29])[CH3:28])=[O:25])[NH:18][C:14]=4[CH:13]=[CH:12]5)[O:9][CH2:8][C:6]=3[CH:7]=2)[O:36]1. The yield is 0.900.